Dataset: Forward reaction prediction with 1.9M reactions from USPTO patents (1976-2016). Task: Predict the product of the given reaction. (1) Given the reactants CCCC[N+](CCCC)(CCCC)CCCC.[F-].C1(S([N:28]2[C:36]3[C:31](=[CH:32][C:33]([C:37]4[CH:42]=[CH:41][C:40]([O:43][CH3:44])=[CH:39][CH:38]=4)=[CH:34][CH:35]=3)[C:30]3[CH:45]=[C:46]([Cl:49])[CH:47]=[N:48][C:29]2=3)(=O)=O)C=CC=CC=1.CO, predict the reaction product. The product is: [Cl:49][C:46]1[CH:47]=[N:48][C:29]2[NH:28][C:36]3[C:31]([C:30]=2[CH:45]=1)=[CH:32][C:33]([C:37]1[CH:38]=[CH:39][C:40]([O:43][CH3:44])=[CH:41][CH:42]=1)=[CH:34][CH:35]=3. (2) Given the reactants [CH3:1][N:2]1[CH2:7][CH:6]=[C:5]([C:8]2[C:16]3[C:11](=[CH:12][CH:13]=[C:14]([N+:17]([O-])=O)[CH:15]=3)[N:10]([S:20]([C:23]3[CH:28]=[CH:27][CH:26]=[CH:25][CH:24]=3)(=[O:22])=[O:21])[CH:9]=2)[CH2:4][CH2:3]1.C(O)(=O)C, predict the reaction product. The product is: [CH3:1][N:2]1[CH2:3][CH:4]=[C:5]([C:8]2[C:16]3[C:11](=[CH:12][CH:13]=[C:14]([NH2:17])[CH:15]=3)[N:10]([S:20]([C:23]3[CH:28]=[CH:27][CH:26]=[CH:25][CH:24]=3)(=[O:21])=[O:22])[CH:9]=2)[CH2:6][CH2:7]1.